Dataset: TCR-epitope binding with 47,182 pairs between 192 epitopes and 23,139 TCRs. Task: Binary Classification. Given a T-cell receptor sequence (or CDR3 region) and an epitope sequence, predict whether binding occurs between them. (1) The epitope is GLCTLVAML. The TCR CDR3 sequence is CSARNPGLYEQYF. Result: 0 (the TCR does not bind to the epitope). (2) The epitope is KPLEFGATSAAL. The TCR CDR3 sequence is CSVVTDGTGGSTEAFF. Result: 1 (the TCR binds to the epitope). (3) The epitope is LLWNGPMAV. The TCR CDR3 sequence is CASSSTYSGGTYEQYF. Result: 1 (the TCR binds to the epitope). (4) The epitope is GPGHKARVL. Result: 1 (the TCR binds to the epitope). The TCR CDR3 sequence is CASSQAAASGPYEQYF. (5) The epitope is LLMPILTLT. The TCR CDR3 sequence is CASSWSNQPQHF. Result: 0 (the TCR does not bind to the epitope). (6) The epitope is SFHSLHLLF. The TCR CDR3 sequence is CASSQEVTVPTYEQYF. Result: 0 (the TCR does not bind to the epitope).